This data is from Forward reaction prediction with 1.9M reactions from USPTO patents (1976-2016). The task is: Predict the product of the given reaction. (1) Given the reactants C([O-])(=O)C(C)(C)C.[F:8][C:9]1[CH:16]=[CH:15][C:12]([CH2:13][Zn+])=[CH:11][CH:10]=1.Br[C:18]1[CH:19]=[C:20]([CH:23]=[CH:24][C:25]=1[O:26][CH3:27])[CH:21]=[O:22], predict the reaction product. The product is: [F:8][C:9]1[CH:16]=[CH:15][C:12]([CH2:13][C:18]2[CH:19]=[C:20]([CH:23]=[CH:24][C:25]=2[O:26][CH3:27])[CH:21]=[O:22])=[CH:11][CH:10]=1. (2) The product is: [Cl:24][C:25]1[S:29][C:28]([C:10]2[NH:9][C:8]([NH2:7])=[N:16][C:15]3[C:11]=2[N:12]=[CH:13][N:14]=3)=[CH:27][CH:26]=1. Given the reactants O1CCCCC1[NH:7][C:8]1[N:16]=[C:15]2[C:11]([N:12]=[CH:13][N:14]2C2CCCCO2)=[C:10](Cl)[N:9]=1.[Cl:24][C:25]1[S:29][C:28](B(O)O)=[CH:27][CH:26]=1.C([O-])(O)=O.[Na+], predict the reaction product.